Task: Predict the product of the given reaction.. Dataset: Forward reaction prediction with 1.9M reactions from USPTO patents (1976-2016) (1) Given the reactants [NH2:1][C:2]1[S:3][CH:4]=[C:5](/[C:7](=[N:26]/[O:27][CH3:28])/[C:8]([NH:10][CH:11]2[C:24](=[O:25])[N:13]3[C:14]([C:21]([OH:23])=[O:22])=[C:15]([CH2:18][O:19][CH3:20])[CH2:16][S:17][C@H:12]23)=[O:9])[N:6]=1.N12[CH2:39][CH2:38][CH2:37]N=C1CCCCC2.[C:40](=[O:49])([O-:48])[O:41][C:42](CCI)(C)[CH3:43].C(OCC)(=O)C, predict the reaction product. The product is: [CH:38]([O:49][C:40]([O:41][CH:42]([O:22][C:21]([C:14]1[N:13]2[C:24](=[O:25])[CH:11]([NH:10][C:8](=[O:9])/[C:7](/[C:5]3[N:6]=[C:2]([NH2:1])[S:3][CH:4]=3)=[N:26]\[O:27][CH3:28])[C@H:12]2[S:17][CH2:16][C:15]=1[CH2:18][O:19][CH3:20])=[O:23])[CH3:43])=[O:48])([CH3:37])[CH3:39]. (2) Given the reactants [Br:1]Br.[N+:3]([C:6]1[C:11]([OH:12])=[CH:10][CH:9]=[CH:8][N:7]=1)([O-:5])=[O:4].O(C)[Na].CC(O)=O, predict the reaction product. The product is: [Br:1][C:8]1[N:7]=[C:6]([N+:3]([O-:5])=[O:4])[C:11]([OH:12])=[CH:10][CH:9]=1. (3) Given the reactants [C:1]([O:5][C:6]([N:8]1[CH2:12][CH2:11][CH2:10][C@H:9]1[C:13]([OH:15])=O)=[O:7])([CH3:4])([CH3:3])[CH3:2].[CH2:16]([O:19][C:20]1[CH:25]=[CH:24][C:23]([CH2:26][C@H:27]([NH2:32])[C:28]([O:30][CH3:31])=[O:29])=[CH:22][C:21]=1[Cl:33])[CH:17]=[CH2:18].CN(C(ON1N=NC2C=CC=NC1=2)=[N+](C)C)C.F[P-](F)(F)(F)(F)F.CCN(C(C)C)C(C)C.C([O-])(O)=O.[Na+].C(OC(C)(C)C)=O, predict the reaction product. The product is: [C:1]([O:5][C:6]([N:8]1[CH2:12][CH2:11][CH2:10][C@H:9]1[C:13](=[O:15])[NH:32][C@H:27]([C:28]([O:30][CH3:31])=[O:29])[CH2:26][C:23]1[CH:24]=[CH:25][C:20]([O:19][CH2:16][CH:17]=[CH2:18])=[C:21]([Cl:33])[CH:22]=1)=[O:7])([CH3:2])([CH3:3])[CH3:4]. (4) Given the reactants [CH:1]([C:3]1[N:4]=[CH:5][S:6][CH:7]=1)=O.[F-].[K+].[N+:10]([CH3:13])([O-:12])=[O:11].[CH:14](O)(C)C, predict the reaction product. The product is: [N+:10]([C:13]([CH3:14])=[CH:1][C:3]1[N:4]=[CH:5][S:6][CH:7]=1)([O-:12])=[O:11]. (5) Given the reactants [CH3:1][NH:2][C:3](=[O:13])[C:4]1[CH:12]=[CH:11][C:7]([C:8](O)=[O:9])=[CH:6][CH:5]=1.C(Cl)(=O)C(Cl)=O.CN(C)C=O.[N:25]1[CH:30]=[CH:29][CH:28]=[C:27]([C:31]2[CH:35]=[C:34]([C:36]([F:39])([F:38])[F:37])[N:33]([C:40]3[CH:41]=[CH:42][C:43]([NH2:46])=[N:44][CH:45]=3)[N:32]=2)[CH:26]=1, predict the reaction product. The product is: [N:25]1[CH:30]=[CH:29][CH:28]=[C:27]([C:31]2[CH:35]=[C:34]([C:36]([F:39])([F:37])[F:38])[N:33]([C:40]3[CH:41]=[CH:42][C:43]([NH2:46])=[N:44][CH:45]=3)[N:32]=2)[CH:26]=1.[CH3:1][NH:2][C:3](=[O:13])[C:4]1[CH:12]=[CH:11][C:7]([C:8]([NH:46][C:43]2[CH:42]=[CH:41][C:40]([N:33]3[C:34]([C:36]([F:39])([F:37])[F:38])=[CH:35][C:31]([C:27]4[CH:26]=[N:25][CH:30]=[CH:29][CH:28]=4)=[N:32]3)=[CH:45][N:44]=2)=[O:9])=[CH:6][CH:5]=1.